Dataset: Catalyst prediction with 721,799 reactions and 888 catalyst types from USPTO. Task: Predict which catalyst facilitates the given reaction. (1) Reactant: [NH2:1][C:2]1[C:3]([F:25])=[C:4]([C:9]([C:11]2[C:19]3[C:18]([NH:20][CH2:21][CH:22]4[CH2:24][CH2:23]4)=[N:17][CH:16]=[N:15][C:14]=3[NH:13][CH:12]=2)=[O:10])[C:5]([F:8])=[CH:6][CH:7]=1.[CH3:26][N:27]([CH3:32])[S:28](Cl)(=[O:30])=[O:29]. Product: [CH:22]1([CH2:21][NH:20][C:18]2[C:19]3[C:11]([C:9](=[O:10])[C:4]4[C:5]([F:8])=[CH:6][CH:7]=[C:2]([NH:1][S:28](=[O:30])(=[O:29])[N:27]([CH3:32])[CH3:26])[C:3]=4[F:25])=[CH:12][NH:13][C:14]=3[N:15]=[CH:16][N:17]=2)[CH2:23][CH2:24]1. The catalyst class is: 17. (2) Reactant: [S:1]1[CH:5]=[CH:4][CH:3]=[C:2]1[CH2:6][NH:7][C:8]1[S:9][CH2:10][C:11](=[O:13])[N:12]=1.C(O[Na])(C)=O.[CH:19]([C:21]1[N:22]=[C:23]2[C:28](=[CH:29][CH:30]=1)[N:27]=[CH:26][C:25]([C:31]#[N:32])=[CH:24]2)=O. Product: [O:13]=[C:11]1[C:10](=[CH:19][C:21]2[N:22]=[C:23]3[C:28](=[CH:29][CH:30]=2)[N:27]=[CH:26][C:25]([C:31]#[N:32])=[CH:24]3)[S:9][C:8]([NH:7][CH2:6][C:2]2[S:1][CH:5]=[CH:4][CH:3]=2)=[N:12]1. The catalyst class is: 52.